From a dataset of Forward reaction prediction with 1.9M reactions from USPTO patents (1976-2016). Predict the product of the given reaction. (1) The product is: [CH3:1][O:2][C:3]1[C:15]2[N:14]([CH3:16])[C:13]3[C:12](=[O:17])[N:11]([CH3:18])[CH2:10][CH2:9][C:8]=3[C:7]=2[C:6]([C:19]([O:21][C:24]2[CH:23]=[CH:22][C:27]([N+:28]([O-:30])=[O:29])=[CH:26][CH:25]=2)=[O:20])=[CH:5][CH:4]=1. Given the reactants [CH3:1][O:2][C:3]1[C:15]2[N:14]([CH3:16])[C:13]3[C:12](=[O:17])[N:11]([CH3:18])[CH2:10][CH2:9][C:8]=3[C:7]=2[C:6]([C:19]([OH:21])=[O:20])=[CH:5][CH:4]=1.[CH:22]1[C:27]([N+:28]([O-:30])=[O:29])=[CH:26][CH:25]=[C:24](O)[CH:23]=1.CCN=C=NCCCN(C)C.Cl.O, predict the reaction product. (2) Given the reactants Br[CH2:2][C:3]1[CH:4]=[C:5]([C:9]2[O:10][C:11]3[C:17]([C:18]([O:20][CH3:21])=[O:19])=[CH:16][CH:15]=[CH:14][C:12]=3[N:13]=2)[CH:6]=[CH:7][CH:8]=1.[CH3:22][N:23]([CH3:27])[CH2:24][CH2:25][NH2:26], predict the reaction product. The product is: [CH3:22][N:23]([CH3:27])[CH2:24][CH2:25][NH:26][CH2:2][C:3]1[CH:4]=[C:5]([C:9]2[O:10][C:11]3[C:17]([C:18]([O:20][CH3:21])=[O:19])=[CH:16][CH:15]=[CH:14][C:12]=3[N:13]=2)[CH:6]=[CH:7][CH:8]=1. (3) Given the reactants Br[C:2]1[CH:7]=[CH:6][CH:5]=[CH:4][C:3]=1[C:8]1[N:9]=[C:10]([CH2:13][CH:14]2[CH2:19][CH2:18][CH2:17][CH2:16][N:15]2[C:20]([C:22]2[N:23]=[C:24]([CH3:34])[S:25][C:26]=2[C:27]2[CH:32]=[CH:31][C:30]([F:33])=[CH:29][CH:28]=2)=[O:21])[O:11][CH:12]=1.[CH3:35][N:36]1C(=O)CCC1, predict the reaction product. The product is: [F:33][C:30]1[CH:31]=[CH:32][C:27]([C:26]2[S:25][C:24]([CH3:34])=[N:23][C:22]=2[C:20]([N:15]2[CH2:16][CH2:17][CH2:18][CH2:19][CH:14]2[CH2:13][C:10]2[O:11][CH:12]=[C:8]([C:3]3[CH:4]=[CH:5][CH:6]=[CH:7][C:2]=3[C:35]#[N:36])[N:9]=2)=[O:21])=[CH:28][CH:29]=1.